From a dataset of Forward reaction prediction with 1.9M reactions from USPTO patents (1976-2016). Predict the product of the given reaction. Given the reactants [OH:1][C:2]1[CH:3]=[C:4]([CH:8]=[CH:9][C:10]=1[O:11][CH3:12])[C:5]([OH:7])=[O:6].[CH3:13][C:14]1C=CC(S(O)(=O)=O)=CC=1, predict the reaction product. The product is: [OH:1][C:2]1[CH:3]=[C:4]([CH:8]=[CH:9][C:10]=1[O:11][CH3:12])[C:5]([O:7][CH2:13][CH3:14])=[O:6].